Dataset: hERG potassium channel inhibition data for cardiac toxicity prediction from Karim et al.. Task: Regression/Classification. Given a drug SMILES string, predict its toxicity properties. Task type varies by dataset: regression for continuous values (e.g., LD50, hERG inhibition percentage) or binary classification for toxic/non-toxic outcomes (e.g., AMES mutagenicity, cardiotoxicity, hepatotoxicity). Dataset: herg_karim. (1) The drug is C[C@H](CO)OC[C@H](Oc1ncnc2c1cnn2-c1ncccc1Cl)C(=O)Nc1ccc(F)cn1. The result is 0 (non-blocker). (2) The molecule is Cn1c(SCCCN2C[C@H]3C[C@@]3(c3ccc(C(F)(F)F)cc3)C2)nnc1-c1cncnc1. The result is 1 (blocker).